Task: Predict which catalyst facilitates the given reaction.. Dataset: Catalyst prediction with 721,799 reactions and 888 catalyst types from USPTO (1) Reactant: Br[C:2]1[CH:7]=[CH:6][C:5]([C:8]2[NH:12][N:11]=[C:10]([CH3:13])[CH:9]=2)=[CH:4][CH:3]=1.[CH3:14][C:15]1([CH3:31])[C:19]([CH3:21])([CH3:20])[O:18][B:17]([B:17]2[O:18][C:19]([CH3:21])([CH3:20])[C:15]([CH3:31])([CH3:14])[O:16]2)[O:16]1.C([O-])(=O)C.[K+].C1(P(C2CCCCC2)C2C=CC=C(C(C)C)C=2C2C=CC(C(C)C)=CC=2C(C)C)CCCCC1. The catalyst class is: 110. Product: [CH3:13][C:10]1[CH:9]=[C:8]([C:5]2[CH:6]=[CH:7][C:2]([B:17]3[O:18][C:19]([CH3:21])([CH3:20])[C:15]([CH3:31])([CH3:14])[O:16]3)=[CH:3][CH:4]=2)[NH:12][N:11]=1. (2) Reactant: [CH3:1][C:2]([C:4]1[CH:5]=[CH:6][C:7]([OH:11])=[CH:8][C:9]=1[OH:10])=[O:3].N1C[CH2:15][CH2:14][CH2:13]1.CC(C)=O. Product: [OH:11][C:7]1[CH:8]=[C:9]2[C:4]([C:2](=[O:3])[CH2:1][C:14]([CH3:15])([CH3:13])[O:10]2)=[CH:5][CH:6]=1. The catalyst class is: 11. (3) Reactant: [NH2:1][C:2]1[CH:3]=[CH:4][C:5]([C:27]([F:30])([F:29])[F:28])=[C:6]([NH:8][C:9]2[N:14]=[C:13]([NH:15][C:16]3[CH:25]=[CH:24][CH:23]=[CH:22][C:17]=3[C:18]([NH:20][CH3:21])=[O:19])[C:12]([Cl:26])=[CH:11][N:10]=2)[CH:7]=1.CCN(C(C)C)C(C)C.[C:40](Cl)(=[O:43])[CH:41]=[CH2:42]. Product: [C:40]([NH:1][C:2]1[CH:3]=[CH:4][C:5]([C:27]([F:29])([F:30])[F:28])=[C:6]([NH:8][C:9]2[N:14]=[C:13]([NH:15][C:16]3[CH:25]=[CH:24][CH:23]=[CH:22][C:17]=3[C:18]([NH:20][CH3:21])=[O:19])[C:12]([Cl:26])=[CH:11][N:10]=2)[CH:7]=1)(=[O:43])[CH:41]=[CH2:42]. The catalyst class is: 220. (4) Reactant: [C:1]1(=[O:10])[C:9]2[C:4](=[CH:5][CH:6]=[CH:7][CH:8]=2)[CH2:3][CH2:2]1.[N+:11]([O-])([O-:13])=[O:12].[K+]. Product: [N+:11]([C:7]1[CH:8]=[C:9]2[C:4]([CH2:3][CH2:2][C:1]2=[O:10])=[CH:5][CH:6]=1)([O-:13])=[O:12]. The catalyst class is: 65. (5) Reactant: C(=O)([O-])[O-].[Cs+].[Cs+].[F:7][C:8]1[CH:9]=[C:10]([N:14]2[C@@:18]3([CH2:23][CH2:22][NH:21][C@@H:20]([CH3:24])[CH2:19]3)[CH:17]=[CH:16][S:15]2(=[O:26])=[O:25])[CH:11]=[CH:12][CH:13]=1.[CH2:27]([O:34][C:35]1[C:36]([O:43][CH:44]([CH3:46])[CH3:45])=[CH:37][C:38]([CH2:41]Br)=[N:39][CH:40]=1)[C:28]1[CH:33]=[CH:32][CH:31]=[CH:30][CH:29]=1. Product: [CH2:27]([O:34][C:35]1[C:36]([O:43][CH:44]([CH3:46])[CH3:45])=[CH:37][C:38]([CH2:41][N:21]2[CH2:22][CH2:23][C@@:18]3([N:14]([C:10]4[CH:11]=[CH:12][CH:13]=[C:8]([F:7])[CH:9]=4)[S:15](=[O:26])(=[O:25])[CH:16]=[CH:17]3)[CH2:19][C@@H:20]2[CH3:24])=[N:39][CH:40]=1)[C:28]1[CH:29]=[CH:30][CH:31]=[CH:32][CH:33]=1. The catalyst class is: 35.